Dataset: Forward reaction prediction with 1.9M reactions from USPTO patents (1976-2016). Task: Predict the product of the given reaction. The product is: [CH3:35][O:36][C:37](=[O:47])[CH2:38][C:39]1[CH:40]=[C:41]([C:12]2[CH:13]=[CH:14][C:15]([C:17]([F:20])([F:19])[F:18])=[CH:16][C:11]=2[CH2:10][N:9]([CH2:30][CH3:31])[C:8]([O:7][CH2:6][C:5]2[CH:4]=[CH:3][C:2]([F:1])=[CH:34][CH:33]=2)=[O:32])[CH:42]=[C:43]([Cl:45])[CH:44]=1. Given the reactants [F:1][C:2]1[CH:34]=[CH:33][C:5]([CH2:6][O:7][C:8](=[O:32])[N:9]([CH2:30][CH3:31])[CH2:10][C:11]2[CH:16]=[C:15]([C:17]([F:20])([F:19])[F:18])[CH:14]=[CH:13][C:12]=2B2OC(C)(C)C(C)(C)O2)=[CH:4][CH:3]=1.[CH3:35][O:36][C:37](=[O:47])[CH2:38][C:39]1[CH:44]=[C:43]([Cl:45])[CH:42]=[C:41](Br)[CH:40]=1, predict the reaction product.